From a dataset of Forward reaction prediction with 1.9M reactions from USPTO patents (1976-2016). Predict the product of the given reaction. The product is: [CH2:20]([O:19][C:14]1[CH:15]=[CH:16][CH:17]=[CH:18][C:13]=1[NH2:12])[CH3:21]. Given the reactants N1CCNCC1.BrCCOC(=O)[NH:12][C:13]1[CH:18]=[CH:17][CH:16]=[CH:15][C:14]=1[O:19][CH2:20][CH3:21].[N-]=C=O, predict the reaction product.